Dataset: Peptide-MHC class II binding affinity with 134,281 pairs from IEDB. Task: Regression. Given a peptide amino acid sequence and an MHC pseudo amino acid sequence, predict their binding affinity value. This is MHC class II binding data. (1) The peptide sequence is EFQVVNPHLLRVLTE. The MHC is DRB1_1101 with pseudo-sequence DRB1_1101. The binding affinity (normalized) is 0.374. (2) The peptide sequence is APCRIPVIVADDLTA. The MHC is HLA-DQA10501-DQB10402 with pseudo-sequence HLA-DQA10501-DQB10402. The binding affinity (normalized) is 0.262. (3) The MHC is DRB1_0404 with pseudo-sequence DRB1_0404. The binding affinity (normalized) is 0.286. The peptide sequence is EQCCTSICSLYQLEN. (4) The peptide sequence is TSLLISWGHYPLHLR. The MHC is HLA-DPA10201-DPB10101 with pseudo-sequence HLA-DPA10201-DPB10101. The binding affinity (normalized) is 0.441.